Dataset: Reaction yield outcomes from USPTO patents with 853,638 reactions. Task: Predict the reaction yield, written as a fraction of the theoretical maximum amount of product (1.0 means a 100% yield; for example, 0.34 means a 34% yield). The yield is 1.00. The reactants are [CH2:1]([C:5]1[N:6]=[C:7]([CH:27]2[CH2:29][CH2:28]2)[NH:8][C:9](=[O:26])[C:10]=1[CH2:11][C:12]1[CH:17]=[CH:16][C:15]([C:18]2[C:19]([C:24]#[N:25])=[CH:20][CH:21]=[CH:22][CH:23]=2)=[CH:14][CH:13]=1)[CH2:2][CH2:3][CH3:4].[O:30]1[C:34]2[CH:35]=[CH:36][C:37](B(O)O)=[CH:38][C:33]=2[CH2:32][CH2:31]1.N1C=CC=CC=1.C(N(CC)CC)C. The product is [CH2:1]([C:5]1[N:6]=[C:7]([CH:27]2[CH2:28][CH2:29]2)[N:8]([C:37]2[CH:36]=[CH:35][C:34]3[O:30][CH2:31][CH2:32][C:33]=3[CH:38]=2)[C:9](=[O:26])[C:10]=1[CH2:11][C:12]1[CH:17]=[CH:16][C:15]([C:18]2[C:19]([C:24]#[N:25])=[CH:20][CH:21]=[CH:22][CH:23]=2)=[CH:14][CH:13]=1)[CH2:2][CH2:3][CH3:4]. The catalyst is C(OCC)(=O)C.C([O-])(=O)C.[Cu+2].C([O-])(=O)C.ClCCl.